Dataset: Catalyst prediction with 721,799 reactions and 888 catalyst types from USPTO. Task: Predict which catalyst facilitates the given reaction. (1) Reactant: [Cl:1][C:2]1[S:6][C:5](/[CH:7]=[CH:8]/[S:9]([NH:12][C@H:13]2[CH2:17][CH2:16][N:15]([C:18]3[CH:19]=[CH:20][C:21]4[CH2:27][NH:26][CH2:25][CH2:24][CH2:23][C:22]=4[CH:28]=3)[C:14]2=[O:29])(=[O:11])=[O:10])=[CH:4][CH:3]=1.[C:30]([OH:37])(=[O:36])[CH2:31][CH2:32][C:33]([OH:35])=[O:34]. Product: [C:30]([OH:37])(=[O:36])[CH2:31][CH2:32][C:33]([OH:35])=[O:34].[Cl:1][C:2]1[S:6][C:5](/[CH:7]=[CH:8]/[S:9]([NH:12][C@H:13]2[CH2:17][CH2:16][N:15]([C:18]3[CH:19]=[CH:20][C:21]4[CH2:27][NH:26][CH2:25][CH2:24][CH2:23][C:22]=4[CH:28]=3)[C:14]2=[O:29])(=[O:10])=[O:11])=[CH:4][CH:3]=1.[Cl:1][C:2]1[S:6][C:5](/[CH:7]=[CH:8]/[S:9]([NH:12][C@H:13]2[CH2:17][CH2:16][N:15]([C:18]3[CH:19]=[CH:20][C:21]4[CH2:27][NH:26][CH2:25][CH2:24][CH2:23][C:22]=4[CH:28]=3)[C:14]2=[O:29])(=[O:10])=[O:11])=[CH:4][CH:3]=1. The catalyst class is: 5. (2) Reactant: [N:1]1([C:7]2[N:8]=[C:9]([CH2:14][C:15]([O-:17])=O)[NH:10][C:11](=[O:13])[CH:12]=2)[CH2:6][CH2:5][O:4][CH2:3][CH2:2]1.[Na+].[CH2:19]([O:21][C:22]1[CH:30]=[CH:29][CH:28]=[C:27]2[C:23]=1[CH2:24][CH2:25][NH:26]2)[CH3:20].Cl.CN(C)CCCN=C=NCC. Product: [CH2:19]([O:21][C:22]1[CH:30]=[CH:29][CH:28]=[C:27]2[C:23]=1[CH2:24][CH2:25][N:26]2[C:15](=[O:17])[CH2:14][C:9]1[NH:10][C:11](=[O:13])[CH:12]=[C:7]([N:1]2[CH2:2][CH2:3][O:4][CH2:5][CH2:6]2)[N:8]=1)[CH3:20]. The catalyst class is: 672. (3) Reactant: Br[C:2]1[CH:27]=[CH:26][C:5]([CH2:6][O:7][CH2:8][C@@H:9]2[CH2:11][C@@H:10]2[CH:12]2[CH2:17][CH2:16][N:15]([C:18]3[N:23]=[CH:22][C:21]([CH2:24][CH3:25])=[CH:20][N:19]=3)[CH2:14][CH2:13]2)=[CH:4][CH:3]=1.CC(P(C(C)(C)C)C1C(C2C=CC=CC=2)=CC=CC=1)(C)C.CC([O-])(C)C.[Na+].C(=[NH:68])(C1C=CC=CC=1)C1C=CC=CC=1.C([O-])(=O)C.[Na+].Cl.NO. Product: [CH2:24]([C:21]1[CH:20]=[N:19][C:18]([N:15]2[CH2:16][CH2:17][CH:12]([C@H:10]3[CH2:11][C@H:9]3[CH2:8][O:7][CH2:6][C:5]3[CH:26]=[CH:27][C:2]([NH2:68])=[CH:3][CH:4]=3)[CH2:13][CH2:14]2)=[N:23][CH:22]=1)[CH3:25]. The catalyst class is: 101. (4) Reactant: [OH:1][CH2:2][CH2:3][CH2:4][NH:5][C:6]1[C:15]([N+:16]([O-])=O)=[CH:14][CH:13]=[CH:12][C:7]=1[C:8]([O:10][CH3:11])=[O:9]. Product: [NH2:16][C:15]1[C:6]([NH:5][CH2:4][CH2:3][CH2:2][OH:1])=[C:7]([CH:12]=[CH:13][CH:14]=1)[C:8]([O:10][CH3:11])=[O:9]. The catalyst class is: 312. (5) The catalyst class is: 810. Product: [Cl:1][C:2]1[C:3]([CH3:25])=[CH:4][C:5]([CH:21]([OH:24])[CH2:22][CH3:23])=[C:6]([CH:8]2[CH2:9][CH2:10][N:11]([C:14]([O:16][C:17]([CH3:20])([CH3:19])[CH3:18])=[O:15])[CH2:12][CH2:13]2)[CH:7]=1. Reactant: [Cl:1][C:2]1[C:3]([CH3:25])=[CH:4][C:5]([C:21](=[O:24])[CH2:22][CH3:23])=[C:6]([C:8]2[CH2:9][CH2:10][N:11]([C:14]([O:16][C:17]([CH3:20])([CH3:19])[CH3:18])=[O:15])[CH2:12][CH:13]=2)[CH:7]=1. (6) Reactant: [N:1]1[CH:6]=[CH:5][CH:4]=[CH:3][C:2]=1[CH:7]=[N:8][C@@H:9]1[CH2:14][CH2:13][CH2:12][CH2:11][C@H:10]1[N:15]=[CH:16][C:17]1[CH:22]=[CH:21][CH:20]=[CH:19][N:18]=1.[Fe:23]([Cl:25])[Cl:24]. Product: [Fe:23]([Cl:25])[Cl:24].[N:1]1[CH:6]=[CH:5][CH:4]=[CH:3][C:2]=1[CH:7]=[N:8][C@@H:9]1[CH2:14][CH2:13][CH2:12][CH2:11][C@H:10]1[N:15]=[CH:16][C:17]1[CH:22]=[CH:21][CH:20]=[CH:19][N:18]=1. The catalyst class is: 1. (7) Reactant: Br[C:2]1[CH:7]=[CH:6][C:5]([S:8]([NH:11][C:12]2[CH:17]=[CH:16][C:15]([Cl:18])=[CH:14][C:13]=2[C:19]([C:21]2[CH:26]=[CH:25][N:24]=[CH:23][CH:22]=2)=[O:20])(=[O:10])=[O:9])=[CH:4][CH:3]=1.C(=O)([O-])[O-].[Na+].[Na+].O.[F:34][C:35]1[C:40](B(O)O)=[CH:39][CH:38]=[CH:37][N:36]=1. Product: [Cl:18][C:15]1[CH:16]=[CH:17][C:12]([NH:11][S:8]([C:5]2[CH:6]=[CH:7][C:2]([C:40]3[C:35]([F:34])=[N:36][CH:37]=[CH:38][CH:39]=3)=[CH:3][CH:4]=2)(=[O:10])=[O:9])=[C:13]([C:19]([C:21]2[CH:26]=[CH:25][N:24]=[CH:23][CH:22]=2)=[O:20])[CH:14]=1. The catalyst class is: 455.